This data is from Reaction yield outcomes from USPTO patents with 853,638 reactions. The task is: Predict the reaction yield, written as a fraction of the theoretical maximum amount of product (1.0 means a 100% yield; for example, 0.34 means a 34% yield). (1) The yield is 0.830. The catalyst is ClCCl. The product is [C:4]([O:3][C:1]([N:8]1[CH2:9][CH2:10][CH2:11][CH:12]([C:36](=[O:17])[NH:35][C:46]2[CH:47]=[CH:48][CH:43]=[CH:44][C:45]=2[CH3:49])[CH2:13]1)=[O:2])([CH3:5])([CH3:6])[CH3:7]. The reactants are [C:1]([N:8]1[CH2:13][CH2:12][CH:11](C(O)=O)[CH2:10][CH2:9]1)([O:3][C:4]([CH3:7])([CH3:6])[CH3:5])=[O:2].[OH:17]N1C2C=CC=CC=2N=N1.C1(N=C=[N:35][CH:36]2CCCCC2)CCCCC1.N[C:43]1[CH:48]=[CH:47][CH:46]=[C:45]([CH3:49])[CH:44]=1. (2) The reactants are Br[CH2:2][C:3]([C:5]1[CH:10]=[CH:9][C:8]([CH3:11])=[CH:7][CH:6]=1)=O.[NH2:12][C:13]1(C)[CH:18]=[CH:17][C:16]([CH3:19])=[CH:15][NH:14]1.C([O-])([O-])=O.[K+].[K+].CCOCC. The catalyst is CCO. The product is [CH3:19][C:16]1[CH:17]=[CH:18][C:13]2[N:14]([CH:2]=[C:3]([C:5]3[CH:10]=[CH:9][C:8]([CH3:11])=[CH:7][CH:6]=3)[N:12]=2)[CH:15]=1. The yield is 0.661.